This data is from Peptide-MHC class II binding affinity with 134,281 pairs from IEDB. The task is: Regression. Given a peptide amino acid sequence and an MHC pseudo amino acid sequence, predict their binding affinity value. This is MHC class II binding data. The peptide sequence is KAFVLDSDNLIPKVV. The MHC is HLA-DQA10501-DQB10201 with pseudo-sequence HLA-DQA10501-DQB10201. The binding affinity (normalized) is 0.560.